From a dataset of Forward reaction prediction with 1.9M reactions from USPTO patents (1976-2016). Predict the product of the given reaction. (1) Given the reactants [Br:1][C:2]1[CH:3]=[CH:4][C:5]([F:15])=[C:6]([C@:8]2([CH3:14])[CH2:12][O:11]C(=O)[NH:9]2)[CH:7]=1.C(O)C.O.[OH-].[Li+], predict the reaction product. The product is: [NH2:9][C@@:8]([C:6]1[CH:7]=[C:2]([Br:1])[CH:3]=[CH:4][C:5]=1[F:15])([CH3:14])[CH2:12][OH:11]. (2) The product is: [O:14]1[CH2:20][CH2:19][CH2:18][N:17]([CH2:21][C:10]2[N:2]3[C:3]([C:4]([NH2:7])=[N:5][CH:6]=[N:1]3)=[CH:8][CH:9]=2)[CH2:16][CH2:15]1. Given the reactants [N:1]1[N:2]2[CH:10]=[CH:9][CH:8]=[C:3]2[C:4]([NH2:7])=[N:5][CH:6]=1.C=O.Cl.[O:14]1[CH2:20][CH2:19][CH2:18][NH:17][CH2:16][CH2:15]1.[C:21]([O-])(=O)C.[K+], predict the reaction product. (3) Given the reactants [C:1]1(B(O)O)[CH:6]=[CH:5][CH:4]=[CH:3][CH:2]=1.O1C=CC=C1P(C1OC=CC=1)C1OC=CC=1.C(=O)([O-])[O-].[Cs+].[Cs+].Br[C:33]1[CH:34]=[CH:35][C:36](/[C:41](/[C:49]2[CH:54]=[CH:53][C:52]([C:55]([CH3:58])([CH3:57])[CH3:56])=[CH:51][CH:50]=2)=[CH:42]/[C@@H:43]2[NH:47][C:46](=[O:48])[CH2:45][CH2:44]2)=[N:37][C:38]=1[O:39][CH3:40], predict the reaction product. The product is: [C:55]([C:52]1[CH:53]=[CH:54][C:49](/[C:41](/[C:36]2[CH:35]=[CH:34][C:33]([C:1]3[CH:6]=[CH:5][CH:4]=[CH:3][CH:2]=3)=[C:38]([O:39][CH3:40])[N:37]=2)=[CH:42]\[C@@H:43]2[NH:47][C:46](=[O:48])[CH2:45][CH2:44]2)=[CH:50][CH:51]=1)([CH3:58])([CH3:57])[CH3:56]. (4) Given the reactants [CH2:1]([C:3]1[CH:4]=[C:5]([NH:9][N:10]=[C:11]([C:14]#[N:15])[C:12]#[N:13])[CH:6]=[CH:7][CH:8]=1)[CH3:2].C(C1C=C(C=CC=1)N)C.C(#N)CC#N.O.[NH2:31][NH2:32], predict the reaction product. The product is: [NH2:13][C:12]1[C:11](=[N:10][NH:9][C:5]2[CH:6]=[CH:7][CH:8]=[C:3]([CH2:1][CH3:2])[CH:4]=2)[C:14]([NH2:15])=[N:32][N:31]=1. (5) Given the reactants [OH-].[Li+].[NH2:3][C@@H:4]1[C:12]2[C:7](=[CH:8][CH:9]=[CH:10][CH:11]=2)[CH2:6][C@@H:5]1[OH:13].[F-].[K+].CO[C:18]([CH3:20])=[CH2:19].C(Cl)CCC1C=CC=CC=1.[C:31](Cl)(=[O:40])[CH2:32][CH2:33][C:34]1[CH:39]=[CH:38][CH:37]=[CH:36][CH:35]=1.[CH2-]C(C)=O, predict the reaction product. The product is: [CH3:20][C:18]1([CH3:19])[N:3]([C:31](=[O:40])[CH2:32][CH2:33][C:34]2[CH:39]=[CH:38][CH:37]=[CH:36][CH:35]=2)[C@H:4]2[C:12]3[CH:11]=[CH:10][CH:9]=[CH:8][C:7]=3[CH2:6][C@H:5]2[O:13]1.